From a dataset of Full USPTO retrosynthesis dataset with 1.9M reactions from patents (1976-2016). Predict the reactants needed to synthesize the given product. (1) Given the product [Cl:8][C:5]1[CH:6]=[CH:7][C:2]([N:9]2[CH2:10][CH2:11][CH:12]([N:15]([CH3:23])[C:16](=[O:22])[O:17][C:18]([CH3:19])([CH3:20])[CH3:21])[CH2:13][CH2:14]2)=[CH:3][CH:4]=1, predict the reactants needed to synthesize it. The reactants are: Br[C:2]1[CH:7]=[CH:6][C:5]([Cl:8])=[CH:4][CH:3]=1.[NH:9]1[CH2:14][CH2:13][CH:12]([N:15]([CH3:23])[C:16](=[O:22])[O:17][C:18]([CH3:21])([CH3:20])[CH3:19])[CH2:11][CH2:10]1.CC(C)([O-])C.[Na+].C(OCC)(=O)C. (2) Given the product [C:8]1([S:14]([NH:22][C:23]2[CH:24]=[CH:25][C:26]([CH2:27][N:28]3[C:32]4[CH:33]=[C:34]([C:37](=[O:46])[NH:38][CH2:39][C:40]5[CH:45]=[CH:44][CH:43]=[CH:42][N:41]=5)[CH:35]=[CH:36][C:31]=4[N:30]=[C:29]3[CH3:47])=[CH:48][CH:49]=2)(=[O:16])=[O:15])[CH:13]=[CH:12][CH:11]=[CH:10][CH:9]=1, predict the reactants needed to synthesize it. The reactants are: C(N(CC)CC)C.[C:8]1([S:14](Cl)(=[O:16])=[O:15])[CH:13]=[CH:12][CH:11]=[CH:10][CH:9]=1.C(Cl)(Cl)Cl.[NH2:22][C:23]1[CH:49]=[CH:48][C:26]([CH2:27][N:28]2[C:32]3[CH:33]=[C:34]([C:37](=[O:46])[NH:38][CH2:39][C:40]4[CH:45]=[CH:44][CH:43]=[CH:42][N:41]=4)[CH:35]=[CH:36][C:31]=3[N:30]=[C:29]2[CH3:47])=[CH:25][CH:24]=1. (3) The reactants are: CS(Cl)(=O)=O.[Cl:6][C:7]1[C:8]([N:13]2[C:17]([C:18]([OH:20])=O)=[CH:16][C:15]([C:21]([F:24])([F:23])[F:22])=[N:14]2)=[N:9][CH:10]=[CH:11][CH:12]=1.C(N(CC)CC)C.[NH2:32][C:33]1[C:41]([CH3:42])=[CH:40][C:39]([I:43])=[CH:38][C:34]=1[C:35](O)=[O:36]. Given the product [Cl:6][C:7]1[C:8]([N:13]2[C:17]([C:18]3[O:20][C:35](=[O:36])[C:34]4[CH:38]=[C:39]([I:43])[CH:40]=[C:41]([CH3:42])[C:33]=4[N:32]=3)=[CH:16][C:15]([C:21]([F:24])([F:23])[F:22])=[N:14]2)=[N:9][CH:10]=[CH:11][CH:12]=1, predict the reactants needed to synthesize it. (4) Given the product [CH2:27]([S:30][C:7]1[CH:8]=[C:9]([C:12]2[CH:17]=[CH:16][C:15]([C:18]([F:19])([F:20])[F:21])=[CH:14][CH:13]=2)[CH:10]=[CH:11][C:6]=1[O:5][CH2:4][O:3][CH2:1][CH3:2])[CH2:28][CH3:29], predict the reactants needed to synthesize it. The reactants are: [CH2:1]([O:3][CH2:4][O:5][C:6]1[CH:11]=[CH:10][C:9]([C:12]2[CH:17]=[CH:16][C:15]([C:18]([F:21])([F:20])[F:19])=[CH:14][CH:13]=2)=[CH:8][CH:7]=1)[CH3:2].C([Li])CCC.[CH2:27]([S:30][S:30][CH2:27][CH2:28][CH3:29])[CH2:28][CH3:29]. (5) The reactants are: [OH:1][CH2:2][CH2:3][CH2:4][NH:5][C:6]1[N:11]=[CH:10][N:9]=[C:8]([NH:12][C:13]2[CH:14]=[C:15]([CH:20]=[CH:21][CH:22]=2)[C:16]([NH:18][CH3:19])=[O:17])[N:7]=1.ClC(Cl)C.C1(P(C2C=CC=CC=2)C2C=CC=CC=2)C=CC=CC=1.[Cl:46][C:47]1[CH:52]=[CH:51][C:50](O)=[CH:49][CH:48]=1.CCOC(/N=N/C(OCC)=O)=O. Given the product [Cl:46][C:47]1[CH:52]=[CH:51][C:50]([O:1][CH2:2][CH2:3][CH2:4][NH:5][C:6]2[N:11]=[CH:10][N:9]=[C:8]([NH:12][C:13]3[CH:14]=[C:15]([CH:20]=[CH:21][CH:22]=3)[C:16]([NH:18][CH3:19])=[O:17])[N:7]=2)=[CH:49][CH:48]=1, predict the reactants needed to synthesize it.